From a dataset of Full USPTO retrosynthesis dataset with 1.9M reactions from patents (1976-2016). Predict the reactants needed to synthesize the given product. (1) Given the product [NH3:9].[CH3:2][OH:3].[CH3:1][C:2]1([CH3:23])[O:6][CH:5]([CH:7]([CH2:20][S:21][CH3:22])[CH2:8][NH2:9])[CH2:4][O:3]1, predict the reactants needed to synthesize it. The reactants are: [CH3:1][C:2]1([CH3:23])[O:6][CH:5]([CH:7]([CH2:20][S:21][CH3:22])[CH2:8][NH:9]C(=O)OCC2C=CC=CC=2)[CH2:4][O:3]1.[OH-].[K+]. (2) Given the product [Cl:1][C:2]1[CH:3]=[C:4]([N:8]2[CH:13]=[CH:12][C:11](=[O:14])[C:10]([C:15]3[N:32]([C:22]4[C:31]5[C:26](=[CH:27][CH:28]=[CH:29][CH:30]=5)[CH:25]=[CH:24][CH:23]=4)[N:18]=[CH:17][CH:16]=3)=[N:9]2)[CH:5]=[CH:6][CH:7]=1, predict the reactants needed to synthesize it. The reactants are: [Cl:1][C:2]1[CH:3]=[C:4]([N:8]2[CH:13]=[CH:12][C:11](=[O:14])[C:10]([C:15](=O)/[CH:16]=[CH:17]/[N:18](C)C)=[N:9]2)[CH:5]=[CH:6][CH:7]=1.[C:22]1([NH:32]N)[C:31]2[C:26](=[CH:27][CH:28]=[CH:29][CH:30]=2)[CH:25]=[CH:24][CH:23]=1. (3) Given the product [CH3:13][C:12]1[C:7]([NH:6][C:1]2[CH:2]=[N:23][CH:3]=[CH:4][CH:5]=2)=[N:8][C:9]([NH:15][CH2:16][C:17]2[CH:22]=[CH:21][CH:20]=[CH:19][N:18]=2)=[N:10][C:11]=1[CH3:14], predict the reactants needed to synthesize it. The reactants are: [CH:1]1([NH:6][C:7]2[C:12]([CH3:13])=[C:11]([CH3:14])[N:10]=[C:9]([NH:15][CH2:16][C:17]3[CH:22]=[CH:21][CH:20]=[CH:19][N:18]=3)[N:8]=2)[CH2:5][CH2:4][CH2:3][CH2:2]1.[N:23]1C=CC=C(N)C=1.